Task: Predict the reaction yield, written as a fraction of the theoretical maximum amount of product (1.0 means a 100% yield; for example, 0.34 means a 34% yield).. Dataset: Reaction yield outcomes from USPTO patents with 853,638 reactions The reactants are [O:1]=[C:2]1[CH2:6][CH2:5][CH2:4][N:3]1[CH2:7][C:8]([O:10]C)=O.[NH2:12][NH2:13]. The catalyst is C(O)C. The product is [NH2:12][NH:13][C:8](=[O:10])[CH2:7][N:3]1[CH2:4][CH2:5][CH2:6][C:2]1=[O:1]. The yield is 1.00.